From a dataset of Full USPTO retrosynthesis dataset with 1.9M reactions from patents (1976-2016). Predict the reactants needed to synthesize the given product. Given the product [CH2:17]1[C:18]2=[CH:19][C:20]3[CH:7]=[CH:6][N:5]=[CH:4][C:3]=3[N:8]2[CH2:9][CH2:16]1, predict the reactants needed to synthesize it. The reactants are: IC1[CH:7]=[CH:6][N:5]=[CH:4][C:3]=1[NH:8][C:9](=O)C(C)(C)C.Cl[CH2:16][CH2:17][CH2:18][C:19]#[CH:20].O.C(OCC)(=O)C.